This data is from Reaction yield outcomes from USPTO patents with 853,638 reactions. The task is: Predict the reaction yield, written as a fraction of the theoretical maximum amount of product (1.0 means a 100% yield; for example, 0.34 means a 34% yield). (1) The reactants are [NH2:1][C:2]1[CH:7]=[CH:6][CH:5]=[CH:4][CH:3]=1.[Cl:8][C:9]1[N:14]=[C:13](Cl)[C:12]([Cl:16])=[CH:11][N:10]=1.C(=O)([O-])[O-].[K+].[K+]. The catalyst is C(O)C. The product is [Cl:8][C:9]1[N:14]=[C:13]([NH:1][C:2]2[CH:7]=[CH:6][CH:5]=[CH:4][CH:3]=2)[C:12]([Cl:16])=[CH:11][N:10]=1. The yield is 0.700. (2) The catalyst is CN(C=O)C.O. The yield is 0.430. The product is [Br:1][C:2]1[CH:3]=[CH:4][C:5]2[S:9](=[O:10])(=[O:11])[N:8]([CH2:14][CH2:15][S:16][CH3:17])[CH2:7][C:6]=2[CH:12]=1. The reactants are [Br:1][C:2]1[CH:3]=[CH:4][C:5]2[S:9](=[O:11])(=[O:10])[NH:8][CH2:7][C:6]=2[CH:12]=1.Cl[CH2:14][CH2:15][S:16][CH3:17].C([O-])([O-])=O.[K+].[K+].N#N. (3) The reactants are O[CH2:2][C:3]1[CH:4]=[C:5]([C:9]2[CH:13]=[C:12]([CH2:14][CH:15]([CH3:17])[CH3:16])[S:11][C:10]=2[S:18]([NH:21][C:22]([CH3:25])([CH3:24])[CH3:23])(=[O:20])=[O:19])[CH:6]=[CH:7][CH:8]=1.C(Br)(Br)(Br)[Br:27].C1C=CC(P(C2C=CC=CC=2)C2C=CC=CC=2)=CC=1.O. The catalyst is CN(C=O)C. The product is [Br:27][CH2:2][C:3]1[CH:4]=[C:5]([C:9]2[CH:13]=[C:12]([CH2:14][CH:15]([CH3:17])[CH3:16])[S:11][C:10]=2[S:18]([NH:21][C:22]([CH3:25])([CH3:24])[CH3:23])(=[O:20])=[O:19])[CH:6]=[CH:7][CH:8]=1. The yield is 0.950. (4) The yield is 0.320. The catalyst is C(Cl)Cl. The reactants are [Br:1][C:2]1[CH:6]=[N:5][N:4]([CH:7]([CH3:9])[CH3:8])[C:3]=1[C:10]1[CH:11]=[C:12]([NH2:18])[CH:13]=[CH:14][C:15]=1[O:16][CH3:17].[F:19][C:20]1[CH:25]=[CH:24][C:23]([N:26]=[C:27]=[O:28])=[CH:22][CH:21]=1. The product is [Br:1][C:2]1[CH:6]=[N:5][N:4]([CH:7]([CH3:9])[CH3:8])[C:3]=1[C:10]1[CH:11]=[C:12]([NH:18][C:27]([NH:26][C:23]2[CH:24]=[CH:25][C:20]([F:19])=[CH:21][CH:22]=2)=[O:28])[CH:13]=[CH:14][C:15]=1[O:16][CH3:17]. (5) The reactants are [ClH:1].C[O:3][C:4]([C:6]1([NH:12][C:13]([C:15]2[CH:20]=[CH:19][C:18]([N:21]3[CH2:26][CH2:25][N:24]([CH2:27][CH2:28][CH3:29])[CH2:23][CH2:22]3)=[CH:17][CH:16]=2)=[O:14])[CH2:11][CH2:10][CH2:9][CH2:8][CH2:7]1)=[O:5]. No catalyst specified. The product is [ClH:1].[CH2:27]([N:24]1[CH2:23][CH2:22][N:21]([C:18]2[CH:17]=[CH:16][C:15]([C:13]([NH:12][C:6]3([C:4]([OH:5])=[O:3])[CH2:11][CH2:10][CH2:9][CH2:8][CH2:7]3)=[O:14])=[CH:20][CH:19]=2)[CH2:26][CH2:25]1)[CH2:28][CH3:29]. The yield is 0.410. (6) The reactants are [NH2:1][C:2]1[CH:3]=[CH:4][C:5]([O:15][C:16]2[CH:21]=[CH:20][C:19]([S:22]([CH2:25][CH3:26])(=[O:24])=[O:23])=[CH:18][CH:17]=2)=[C:6]([CH:8]2[N:12]([CH3:13])[C:11](=[O:14])[CH2:10][CH2:9]2)[CH:7]=1.[I-].[K+].[I:29]([O-])(=O)=O.[K+].Cl. The catalyst is CO.O1CCOCC1.O. The product is [NH2:1][C:2]1[C:3]([I:29])=[CH:4][C:5]([O:15][C:16]2[CH:21]=[CH:20][C:19]([S:22]([CH2:25][CH3:26])(=[O:24])=[O:23])=[CH:18][CH:17]=2)=[C:6]([CH:8]2[N:12]([CH3:13])[C:11](=[O:14])[CH2:10][CH2:9]2)[CH:7]=1. The yield is 0.920. (7) The yield is 0.890. The reactants are [Cl:1][C:2]1[CH:10]=[CH:9][C:5]([C:6](O)=[O:7])=[C:4]([CH3:11])[CH:3]=1.ClCCl.C(Cl)(=O)C(Cl)=O.C[N:22](C=O)C. The product is [CH3:11][C:4]1[CH:3]=[C:2]([Cl:1])[CH:10]=[CH:9][C:5]=1[C:6]([NH2:22])=[O:7]. No catalyst specified.